This data is from Reaction yield outcomes from USPTO patents with 853,638 reactions. The task is: Predict the reaction yield, written as a fraction of the theoretical maximum amount of product (1.0 means a 100% yield; for example, 0.34 means a 34% yield). (1) The reactants are [F:1][C:2]1[CH:7]=[C:6]([F:8])[CH:5]=[CH:4][C:3]=1[C:9]1[N:10]=[C:11]2[N:15]([C:16]=1[C:17]1[CH:18]=[CH:19][C:20]([NH:23][NH2:24])=[N:21][CH:22]=1)[CH:14]=[CH:13][O:12]2.[CH3:25][CH:26]([CH3:29])[CH:27]=O.C(O)(=O)C.C(O)(=O)C.IC1C=CC=CC=1. The catalyst is CO. The product is [F:1][C:2]1[CH:7]=[C:6]([F:8])[CH:5]=[CH:4][C:3]=1[C:9]1[N:10]=[C:11]2[N:15]([C:16]=1[C:17]1[CH:18]=[CH:19][C:20]3[N:21]([C:25]([CH:26]([CH3:29])[CH3:27])=[N:24][N:23]=3)[CH:22]=1)[CH:14]=[CH:13][O:12]2. The yield is 0.180. (2) The product is [CH3:1][C:2]1[N:3]=[C:4]2[NH:27][C:59](=[O:60])[N:18]([C@@H:19]([C:21]3[CH:26]=[CH:25][CH:24]=[CH:23][CH:22]=3)[CH3:20])[C:5]2=[N:6][C:7]=1[C:8]1[CH:17]=[CH:16][CH:15]=[C:14]2[C:9]=1[CH:10]=[CH:11][CH:12]=[N:13]2. The yield is 0.670. The catalyst is O.CN(C)C=O.[Pd].C1(P(C2C=CC=CC=2)C2C=CC=CC=2)C=CC=CC=1.C1(P(C2C=CC=CC=2)C2C=CC=CC=2)C=CC=CC=1.C1(P(C2C=CC=CC=2)C2C=CC=CC=2)C=CC=CC=1.C1(P(C2C=CC=CC=2)C2C=CC=CC=2)C=CC=CC=1. The reactants are [CH3:1][C:2]1[N:3]=[C:4]([NH2:27])[C:5]([NH:18][C@@H:19]([C:21]2[CH:26]=[CH:25][CH:24]=[CH:23][CH:22]=2)[CH3:20])=[N:6][C:7]=1[C:8]1[CH:17]=[CH:16][CH:15]=[C:14]2[C:9]=1[CH:10]=[CH:11][CH:12]=[N:13]2.BrC1N=C(N[C@@H](C2C=CC=CC=2)C)C(N)=NC=1C.N1C2C=CC=C(B(O)O)C=2C=CC=1.[C:59](=O)([O-])[O-:60].[K+].[K+]. (3) The yield is 0.214. The catalyst is C1(C)C(CO)=CC=CC=1. The reactants are Br[C:2]1[N:3]=[CH:4][N:5]([C:7]2[CH:12]=[CH:11][CH:10]=[CH:9][CH:8]=2)[CH:6]=1.[O:13]1[CH:17]=[CH:16][CH:15]=[C:14]1B(O)O.C([O-])([O-])=O.[K+].[K+]. The product is [O:13]1[CH:17]=[CH:16][CH:15]=[C:14]1[C:2]1[N:3]=[CH:4][N:5]([C:7]2[CH:12]=[CH:11][CH:10]=[CH:9][CH:8]=2)[CH:6]=1. (4) The reactants are Br[C:2]1[CH:7]=[C:6]([O:8][CH3:9])[C:5]([O:10][CH3:11])=[CH:4][C:3]=1[S:12]([NH:15][C:16]1[CH:21]=[CH:20][C:19]([Cl:22])=[C:18]([O:23][CH2:24][CH2:25][N:26]([CH3:28])[CH3:27])[CH:17]=1)(=[O:14])=[O:13].[C:29]1(B(O)O)[CH:34]=[CH:33][CH:32]=[CH:31][CH:30]=1.C(=O)([O-])[O-].[Cs+].[Cs+].C1(P(C2C=CC=CC=2)C2C=CC=CC=2)C=CC=CC=1. The catalyst is C(COC)OC.O.C(OCC)(=O)C. The product is [Cl:22][C:19]1[CH:20]=[CH:21][C:16]([NH:15][S:12]([C:3]2[C:2]([C:29]3[CH:34]=[CH:33][CH:32]=[CH:31][CH:30]=3)=[CH:7][C:6]([O:8][CH3:9])=[C:5]([O:10][CH3:11])[CH:4]=2)(=[O:14])=[O:13])=[CH:17][C:18]=1[O:23][CH2:24][CH2:25][N:26]([CH3:28])[CH3:27]. The yield is 0.310. (5) The reactants are [Cl:1][C:2]1[C:3]2[CH:13]=[CH:12][C:11](=[O:14])[N:10]([C:15]3[CH:20]=[CH:19][C:18]([F:21])=[CH:17][C:16]=3[F:22])[C:4]=2[N:5]=[C:6]([S:8][CH3:9])[N:7]=1.C1C=C(Cl)C=C(C(OO)=[O:31])C=1. The catalyst is ClCCl. The product is [Cl:1][C:2]1[C:3]2[CH:13]=[CH:12][C:11](=[O:14])[N:10]([C:15]3[CH:20]=[CH:19][C:18]([F:21])=[CH:17][C:16]=3[F:22])[C:4]=2[N:5]=[C:6]([S:8]([CH3:9])=[O:31])[N:7]=1. The yield is 0.970. (6) The catalyst is C1C=CC(P(C2C=CC=CC=2)[C-]2C=CC=C2)=CC=1.C1C=CC(P(C2C=CC=CC=2)[C-]2C=CC=C2)=CC=1.Cl[Pd]Cl.[Fe+2].C(Cl)Cl.COCCOC. The product is [C:16]([C:24]1[C:25]([NH2:27])=[N:26][C:21]([CH3:20])=[CH:22][C:23]=1[C:7]1[C:16]2[C:11](=[CH:12][N:13]=[C:14]([Cl:17])[CH:15]=2)[N:10]=[CH:9][CH:8]=1)([CH3:11])([CH3:7])[CH3:15]. The yield is 0.170. The reactants are FC(F)(F)S(O[C:7]1[C:16]2[C:11](=[CH:12][N:13]=[C:14]([Cl:17])[CH:15]=2)[N:10]=[CH:9][CH:8]=1)(=O)=O.[CH3:20][C:21]1[N:26]=[C:25]([NH2:27])[CH:24]=[C:23](B2OC(C)(C)C(C)(C)O2)[CH:22]=1. (7) The reactants are [NH2:1][C:2]1[CH:3]=[C:4]2[C:9](=[CH:10][CH:11]=1)[N:8]=[CH:7][CH:6]=[CH:5]2.[CH2:12]([O:19][C:20]1[CH:28]=[CH:27][C:23]([C:24](O)=[O:25])=[CH:22][CH:21]=1)[C:13]1[CH:18]=[CH:17][CH:16]=[CH:15][CH:14]=1.F[P-](F)(F)(F)(F)F.N1(O[P+](N(C)C)(N(C)C)N(C)C)C2C=CC=CC=2N=N1.C(N(CC)CC)C. The catalyst is ClCCl. The product is [CH2:12]([O:19][C:20]1[CH:21]=[CH:22][C:23]([C:24]([NH:1][C:2]2[CH:3]=[C:4]3[C:9](=[CH:10][CH:11]=2)[N:8]=[CH:7][CH:6]=[CH:5]3)=[O:25])=[CH:27][CH:28]=1)[C:13]1[CH:14]=[CH:15][CH:16]=[CH:17][CH:18]=1. The yield is 0.180. (8) The reactants are [Cl:1][C:2]1[CH:3]=[C:4]([CH:9]([CH2:13][CH:14]=[CH2:15])[C:10](Cl)=O)[CH:5]=[CH:6][C:7]=1[Cl:8].[N:16]1([C:22](=[S:26])[CH2:23][C:24]#[N:25])[CH2:21][CH2:20][O:19][CH2:18][CH2:17]1.C(N(CC)C(C)C)(C)C.I[CH2:37][C:38]([O:40][CH2:41][CH3:42])=[O:39]. The catalyst is C(#N)C. The product is [C:24]([C:23]1[C:10]([CH:9]([C:4]2[CH:5]=[CH:6][C:7]([Cl:8])=[C:2]([Cl:1])[CH:3]=2)[CH2:13][CH:14]=[CH2:15])=[C:37]([C:38]([O:40][CH2:41][CH3:42])=[O:39])[S:26][C:22]=1[N:16]1[CH2:21][CH2:20][O:19][CH2:18][CH2:17]1)#[N:25]. The yield is 0.159. (9) The reactants are Br[C:2]1[N:7]=[C:6]([C:8]([O:10][CH3:11])=[O:9])[CH:5]=[CH:4][C:3]=1[F:12].[F:13][C:14]1[CH:19]=[C:18]([CH2:20][O:21][CH:22]([CH3:24])[CH3:23])[CH:17]=[C:16]([F:25])[C:15]=1B1OC(C)(C)C(C)(C)O1. No catalyst specified. The product is [F:13][C:14]1[CH:19]=[C:18]([CH2:20][O:21][CH:22]([CH3:23])[CH3:24])[CH:17]=[C:16]([F:25])[C:15]=1[C:2]1[N:7]=[C:6]([C:8]([O:10][CH3:11])=[O:9])[CH:5]=[CH:4][C:3]=1[F:12]. The yield is 0.610. (10) The reactants are [C:1]([N:4]([C:8]1[C:17]2[C:12](=[CH:13][CH:14]=[CH:15][C:16]=2[O:18][CH:19]2[CH2:24][CH2:23][CH2:22][CH2:21][CH2:20]2)[N:11]=[C:10]([CH3:25])[C:9]=1[C:26]([O:28][CH2:29][CH3:30])=[O:27])[C:5](=[O:7])[CH3:6])(=[O:3])[CH3:2].C1C=C(Cl)C=C(C(OO)=[O:39])C=1. The catalyst is ClCCCl. The product is [C:1]([N:4]([C:8]1[C:17]2[C:12](=[CH:13][CH:14]=[CH:15][C:16]=2[O:18][CH:19]2[CH2:20][CH2:21][CH2:22][CH2:23][CH2:24]2)[N+:11]([O-:39])=[C:10]([CH3:25])[C:9]=1[C:26]([O:28][CH2:29][CH3:30])=[O:27])[C:5](=[O:7])[CH3:6])(=[O:3])[CH3:2]. The yield is 0.970.